This data is from Full USPTO retrosynthesis dataset with 1.9M reactions from patents (1976-2016). The task is: Predict the reactants needed to synthesize the given product. (1) Given the product [S:23]([OH:26])([OH:25])(=[O:24])=[O:22].[CH3:1][NH:2][C:3]1[N:8]=[C:7]([NH:9][CH2:10][C:11]([F:16])([F:17])[C:12]([F:15])([F:13])[F:14])[N:6]=[C:5]([NH:18][CH2:19][C:20]#[CH:21])[N:4]=1.[CH3:1][NH:2][C:3]1[N:8]=[C:7]([NH:9][CH2:10][C:11]([F:16])([F:17])[C:12]([F:15])([F:13])[F:14])[N:6]=[C:5]([NH:18][CH2:19][C:20]#[CH:21])[N:4]=1, predict the reactants needed to synthesize it. The reactants are: [CH3:1][NH:2][C:3]1[N:8]=[C:7]([NH:9][CH2:10][C:11]([F:17])([F:16])[C:12]([F:15])([F:14])[F:13])[N:6]=[C:5]([NH:18][CH2:19][C:20]#[CH:21])[N:4]=1.[OH:22][S:23]([OH:26])(=[O:25])=[O:24].S(O)(O)(=O)=O.C(NC1N=C(NC)N=C(NCC#C)N=1)C.C(NC1N=C(NC)N=C(NCC#C)N=1)C. (2) Given the product [CH3:1][CH:2]([S:4]([NH:7][CH:8]1[C:9]([C:14]2[CH:19]=[CH:18][C:17]([C:33]3[CH:34]=[CH:35][C:30]([C:28]#[N:29])=[CH:31][CH:32]=3)=[CH:16][CH:15]=2)=[CH:10][CH2:11][CH2:12][CH2:13]1)(=[O:6])=[O:5])[CH3:3], predict the reactants needed to synthesize it. The reactants are: [CH3:1][CH:2]([S:4]([NH:7][CH:8]1[CH2:13][CH2:12][CH2:11][CH:10]=[C:9]1[C:14]1[CH:19]=[CH:18][C:17](OS(OC(F)(F)F)=O)=[CH:16][CH:15]=1)(=[O:6])=[O:5])[CH3:3].[C:28]([C:30]1[CH:35]=[CH:34][C:33](Br)=[CH:32][CH:31]=1)#[N:29]. (3) Given the product [NH2:18][C@H:19]([C:23]([NH:25][C@H:26]([C:34]([NH:36][C:37]1[CH:42]=[CH:41][C:40]([CH2:43][O:44][C:45](=[O:70])[N:46]([CH3:69])[CH2:47][CH2:48][N:49]([CH3:68])[C:50](=[O:67])[O:51][C:52]([C:55]2[CH:60]=[CH:59][C:58]([C:61]3[CH:66]=[CH:65][CH:64]=[CH:63][CH:62]=3)=[CH:57][CH:56]=2)([CH3:53])[CH3:54])=[CH:39][CH:38]=1)=[O:35])[CH2:27][CH2:28][CH2:29][NH:30][C:31](=[O:33])[NH2:32])=[O:24])[CH:20]([CH3:22])[CH3:21], predict the reactants needed to synthesize it. The reactants are: C1C2C(COC([NH:18][C@H:19]([C:23]([NH:25][C@H:26]([C:34]([NH:36][C:37]3[CH:42]=[CH:41][C:40]([CH2:43][O:44][C:45](=[O:70])[N:46]([CH3:69])[CH2:47][CH2:48][N:49]([CH3:68])[C:50](=[O:67])[O:51][C:52]([C:55]4[CH:60]=[CH:59][C:58]([C:61]5[CH:66]=[CH:65][CH:64]=[CH:63][CH:62]=5)=[CH:57][CH:56]=4)([CH3:54])[CH3:53])=[CH:39][CH:38]=3)=[O:35])[CH2:27][CH2:28][CH2:29][NH:30][C:31](=[O:33])[NH2:32])=[O:24])[CH:20]([CH3:22])[CH3:21])=O)C3C(=CC=CC=3)C=2C=CC=1.N1CCCCC1. (4) Given the product [C:1]([C:3]1[NH:20][C:6]2[CH:7]([C:14]([O:16][CH:17]([CH3:18])[CH3:19])=[O:15])[CH2:8][N:9]([C:27]([CH:24]3[CH2:25][CH2:26][O:21][CH2:22][CH2:23]3)=[O:28])[CH2:10][C:11]([CH3:13])([CH3:12])[C:5]=2[CH:4]=1)#[N:2], predict the reactants needed to synthesize it. The reactants are: [C:1]([C:3]1[NH:20][C:6]2[CH:7]([C:14]([O:16][CH:17]([CH3:19])[CH3:18])=[O:15])[CH2:8][NH:9][CH2:10][C:11]([CH3:13])([CH3:12])[C:5]=2[CH:4]=1)#[N:2].[O:21]1[CH2:26][CH2:25][CH:24]([C:27](Cl)=[O:28])[CH2:23][CH2:22]1. (5) Given the product [F:1][C:2]1[CH:3]=[C:4]2[C:9](=[CH:10][C:11]=1[O:12][CH3:13])[CH2:8][CH:7]([C:14]([OH:16])=[O:15])[CH2:6][CH2:5]2, predict the reactants needed to synthesize it. The reactants are: [F:1][C:2]1[CH:3]=[C:4]2[C:9](=[CH:10][C:11]=1[O:12][CH3:13])[CH2:8][CH:7]([C:14]([O:16]C)=[O:15])[CH2:6][CH2:5]2.[OH-].[Na+].